Dataset: NCI-60 drug combinations with 297,098 pairs across 59 cell lines. Task: Regression. Given two drug SMILES strings and cell line genomic features, predict the synergy score measuring deviation from expected non-interaction effect. (1) Cell line: SNB-75. Drug 1: COC1=CC(=CC(=C1O)OC)C2C3C(COC3=O)C(C4=CC5=C(C=C24)OCO5)OC6C(C(C7C(O6)COC(O7)C8=CC=CS8)O)O. Drug 2: C(CC(=O)O)C(=O)CN.Cl. Synergy scores: CSS=19.7, Synergy_ZIP=-9.18, Synergy_Bliss=-6.24, Synergy_Loewe=-5.08, Synergy_HSA=-4.44. (2) Drug 1: CC1C(C(CC(O1)OC2CC(CC3=C2C(=C4C(=C3O)C(=O)C5=C(C4=O)C(=CC=C5)OC)O)(C(=O)CO)O)N)O.Cl. Drug 2: CC(C)CN1C=NC2=C1C3=CC=CC=C3N=C2N. Cell line: EKVX. Synergy scores: CSS=11.7, Synergy_ZIP=-2.66, Synergy_Bliss=4.40, Synergy_Loewe=3.69, Synergy_HSA=3.80. (3) Drug 1: CC(C1=C(C=CC(=C1Cl)F)Cl)OC2=C(N=CC(=C2)C3=CN(N=C3)C4CCNCC4)N. Drug 2: C1=NC2=C(N=C(N=C2N1C3C(C(C(O3)CO)O)O)F)N. Cell line: RXF 393. Synergy scores: CSS=-0.518, Synergy_ZIP=-0.510, Synergy_Bliss=-0.0113, Synergy_Loewe=-0.757, Synergy_HSA=-0.757. (4) Drug 1: CN(C)C1=NC(=NC(=N1)N(C)C)N(C)C. Drug 2: CC1C(C(CC(O1)OC2CC(OC(C2O)C)OC3=CC4=CC5=C(C(=O)C(C(C5)C(C(=O)C(C(C)O)O)OC)OC6CC(C(C(O6)C)O)OC7CC(C(C(O7)C)O)OC8CC(C(C(O8)C)O)(C)O)C(=C4C(=C3C)O)O)O)O. Cell line: OVCAR-8. Synergy scores: CSS=-5.78, Synergy_ZIP=2.48, Synergy_Bliss=0.865, Synergy_Loewe=-4.09, Synergy_HSA=-4.53. (5) Drug 2: CC1C(C(CC(O1)OC2CC(CC3=C2C(=C4C(=C3O)C(=O)C5=C(C4=O)C(=CC=C5)OC)O)(C(=O)CO)O)N)O.Cl. Synergy scores: CSS=57.5, Synergy_ZIP=-1.07, Synergy_Bliss=2.04, Synergy_Loewe=2.57, Synergy_HSA=4.65. Drug 1: C1=NC2=C(N=C(N=C2N1C3C(C(C(O3)CO)O)F)Cl)N. Cell line: NCIH23. (6) Drug 2: C1CNP(=O)(OC1)N(CCCl)CCCl. Synergy scores: CSS=9.50, Synergy_ZIP=-2.18, Synergy_Bliss=2.49, Synergy_Loewe=-4.47, Synergy_HSA=1.52. Cell line: EKVX. Drug 1: CC1=C2C(C(=O)C3(C(CC4C(C3C(C(C2(C)C)(CC1OC(=O)C(C(C5=CC=CC=C5)NC(=O)C6=CC=CC=C6)O)O)OC(=O)C7=CC=CC=C7)(CO4)OC(=O)C)O)C)OC(=O)C. (7) Drug 2: CNC(=O)C1=NC=CC(=C1)OC2=CC=C(C=C2)NC(=O)NC3=CC(=C(C=C3)Cl)C(F)(F)F. Synergy scores: CSS=8.08, Synergy_ZIP=-0.0318, Synergy_Bliss=1.41, Synergy_Loewe=-7.41, Synergy_HSA=-1.39. Cell line: OVCAR-4. Drug 1: CC1=C(N=C(N=C1N)C(CC(=O)N)NCC(C(=O)N)N)C(=O)NC(C(C2=CN=CN2)OC3C(C(C(C(O3)CO)O)O)OC4C(C(C(C(O4)CO)O)OC(=O)N)O)C(=O)NC(C)C(C(C)C(=O)NC(C(C)O)C(=O)NCCC5=NC(=CS5)C6=NC(=CS6)C(=O)NCCC[S+](C)C)O.